This data is from Forward reaction prediction with 1.9M reactions from USPTO patents (1976-2016). The task is: Predict the product of the given reaction. The product is: [Cl:9][C:10]1[S:11][C:12]([Cl:19])=[CH:13][C:14]=1[S:15]([NH:1][C:2]1[CH:3]=[N:4][CH:5]=[CH:6][C:7]=1[OH:8])(=[O:17])=[O:16]. Given the reactants [NH2:1][C:2]1[CH:3]=[N:4][CH:5]=[CH:6][C:7]=1[OH:8].[Cl:9][C:10]1[S:11][C:12]([Cl:19])=[CH:13][C:14]=1[S:15](Cl)(=[O:17])=[O:16], predict the reaction product.